From a dataset of hERG channel blocking data for cardiac toxicity assessment. Regression/Classification. Given a drug SMILES string, predict its toxicity properties. Task type varies by dataset: regression for continuous values (e.g., LD50, hERG inhibition percentage) or binary classification for toxic/non-toxic outcomes (e.g., AMES mutagenicity, cardiotoxicity, hepatotoxicity). Dataset: herg. (1) The compound is C(#Cc1cc(-c2n[nH]c3c2Cc2cc(Cn4cncn4)ccc2-3)cs1)COc1ccccc1. The result is 1 (blocker). (2) The compound is N[C@@H](CC(=O)N1CCn2c(nnc2C(F)(F)F)C1)Cc1cc(F)c(F)cc1F. The result is 0 (non-blocker). (3) The molecule is CCOC(=O)N1CCC(=C2c3ccc(Cl)cc3CCc3cccnc32)CC1. The result is 1 (blocker). (4) The compound is Cc1ccc(C(=O)c2cc(O)c([O-])c([N+](=O)[O-])c2)cc1. The result is 0 (non-blocker). (5) The molecule is CC(=O)Nc1nnc(S(N)(=O)=O)s1. The result is 0 (non-blocker). (6) The compound is CCC(=O)c1cn(-c2ccc(F)cc2)c2ccc(Cl)cc12. The result is 1 (blocker). (7) The drug is COc1cc(Cc2cnc(N)nc2N)cc(OC)c1OC. The result is 0 (non-blocker).